From a dataset of Forward reaction prediction with 1.9M reactions from USPTO patents (1976-2016). Predict the product of the given reaction. (1) Given the reactants [CH3:1][C:2]1[N:3]=[CH:4][S:5][C:6]=1[C:7]1[O:8][C:9]2[C:10](=[C:12]([C:16]([OH:18])=O)[CH:13]=[CH:14][CH:15]=2)[N:11]=1.[ClH:19].C(N=C=NCCCN(C)C)C.ON1C2C=CC=CC=2N=N1.Cl.Cl.[NH2:43][CH:44]1[CH2:51][CH:50]2[N:52]([CH3:53])[CH:46]([CH2:47][CH2:48][CH2:49]2)[CH2:45]1.C(N(CC)CC)C, predict the reaction product. The product is: [ClH:19].[CH3:53][N:52]1[CH:46]2[CH2:47][CH2:48][CH2:49][CH:50]1[CH2:51][CH:44]([NH:43][C:16]([C:12]1[CH:13]=[CH:14][CH:15]=[C:9]3[O:8][C:7]([C:6]4[S:5][CH:4]=[N:3][C:2]=4[CH3:1])=[N:11][C:10]=13)=[O:18])[CH2:45]2. (2) Given the reactants [Br:1][C:2]1[CH:3]=[CH:4][CH:5]=[C:6]2[C:11]=1[N:10]=[C:9](Cl)[N:8]([CH:13]1[CH2:15][CH2:14]1)[C:7]2=[O:16].[C:17]([NH2:21])([CH3:20])([CH3:19])[CH3:18], predict the reaction product. The product is: [Br:1][C:2]1[CH:3]=[CH:4][CH:5]=[C:6]2[C:11]=1[N:10]=[C:9]([NH:21][C:17]([CH3:20])([CH3:19])[CH3:18])[N:8]([CH:13]1[CH2:15][CH2:14]1)[C:7]2=[O:16]. (3) Given the reactants [CH3:1][CH:2]([C:4]1[CH:5]=[CH:6][C:7]2[NH:11][C:10](=[O:12])[N:9]([CH:13]3[CH2:18][CH2:17][N:16](C(OC(C)(C)C)=O)[CH2:15][CH2:14]3)[C:8]=2[CH:26]=1)[CH3:3].[ClH:27], predict the reaction product. The product is: [ClH:27].[CH3:3][CH:2]([C:4]1[CH:5]=[CH:6][C:7]2[NH:11][C:10](=[O:12])[N:9]([CH:13]3[CH2:14][CH2:15][NH:16][CH2:17][CH2:18]3)[C:8]=2[CH:26]=1)[CH3:1]. (4) Given the reactants Cl[C:2]1[N:7]=[C:6]([NH:8][C:9]2[CH:14]=[CH:13][C:12]([O:15][C:16]([F:19])([F:18])[F:17])=[CH:11][CH:10]=2)[CH:5]=[C:4]([N:20]2[CH2:25][CH2:24][CH2:23][CH2:22][CH2:21]2)[CH:3]=1.C(=O)([O-])[O-].[Na+].[Na+].[CH3:32][S:33]([C:36]1[CH:37]=[C:38](B(O)O)[CH:39]=[CH:40][CH:41]=1)(=[O:35])=[O:34].O, predict the reaction product. The product is: [CH3:32][S:33]([C:36]1[CH:41]=[C:40]([C:2]2[N:7]=[C:6]([NH:8][C:9]3[CH:14]=[CH:13][C:12]([O:15][C:16]([F:19])([F:18])[F:17])=[CH:11][CH:10]=3)[CH:5]=[C:4]([N:20]3[CH2:25][CH2:24][CH2:23][CH2:22][CH2:21]3)[CH:3]=2)[CH:39]=[CH:38][CH:37]=1)(=[O:35])=[O:34]. (5) Given the reactants C[O:2][C:3]([C:5]1[N:6]([CH2:28][C:29]2[CH:34]=[CH:33][CH:32]=[CH:31][N:30]=2)[C:7]2[C:12]([C:13]=1[C:14](=[O:25])[NH:15][CH2:16][C:17]1[CH:22]=[CH:21][C:20]([F:23])=[C:19]([F:24])[CH:18]=1)=[CH:11][CH:10]=[C:9]([O:26][CH3:27])[CH:8]=2)=[O:4].B(Br)(Br)Br, predict the reaction product. The product is: [F:24][C:19]1[CH:18]=[C:17]([CH:22]=[CH:21][C:20]=1[F:23])[CH2:16][NH:15][C:14]([C:13]1[C:12]2[C:7](=[CH:8][C:9]([O:26][CH3:27])=[CH:10][CH:11]=2)[N:6]([CH2:28][C:29]2[CH:34]=[CH:33][CH:32]=[CH:31][N:30]=2)[C:5]=1[C:3]([OH:4])=[O:2])=[O:25].